This data is from Peptide-MHC class I binding affinity with 185,985 pairs from IEDB/IMGT. The task is: Regression. Given a peptide amino acid sequence and an MHC pseudo amino acid sequence, predict their binding affinity value. This is MHC class I binding data. (1) The peptide sequence is AFVRFSTDK. The MHC is HLA-A02:01 with pseudo-sequence HLA-A02:01. The binding affinity (normalized) is 0. (2) The peptide sequence is ALALGMMVLK. The MHC is HLA-A11:01 with pseudo-sequence HLA-A11:01. The binding affinity (normalized) is 0.758. (3) The peptide sequence is AAVDNAVVV. The MHC is HLA-C12:03 with pseudo-sequence HLA-C12:03. The binding affinity (normalized) is 1.00. (4) The peptide sequence is YVILVGAAF. The MHC is HLA-C04:01 with pseudo-sequence HLA-C04:01. The binding affinity (normalized) is 0.0847. (5) The peptide sequence is VQGYERIMY. The MHC is HLA-B08:01 with pseudo-sequence HLA-B08:01. The binding affinity (normalized) is 0.0847. (6) The peptide sequence is AADSFATSY. The MHC is HLA-B57:01 with pseudo-sequence HLA-B57:01. The binding affinity (normalized) is 0.0847. (7) The peptide sequence is RQFPCAFEF. The MHC is Mamu-B3901 with pseudo-sequence Mamu-B3901. The binding affinity (normalized) is 0.804.